From a dataset of Experimentally validated miRNA-target interactions with 360,000+ pairs, plus equal number of negative samples. Binary Classification. Given a miRNA mature sequence and a target amino acid sequence, predict their likelihood of interaction. (1) The miRNA is hsa-miR-124-3p with sequence UAAGGCACGCGGUGAAUGCCAA. The protein sequence of the target gene is MTKTALLKLFVAIVITFILILPEYFKTPKERTLELSCLEVCLQSNFTYSLSSLNFSFVTFLQPVRETQIIMRIFLNPSNFRNFTRTCQDITGEFKMCSSCLVCESKGNMDFISQEQTSKVLIRRGSMEVKANDFHSPCQHFNFSVAPLVDHLEEYNTTCHLKNHTGRSTIMEDEPSKEKSINYTCRIMEYPNDCIHISLHLEMDIKNITCSMKITWYILVLLVFIFLIILTIRKILEGQRRVQKWQSHRDKPTSVLLRGSDSEKLRALNVQVLSAETTQRLPLDQVQEVLPPIPEL. Result: 1 (interaction). (2) The miRNA is hsa-miR-224-3p with sequence AAAAUGGUGCCCUAGUGACUACA. The protein sequence of the target gene is MATPAAVNPPEMASDIPGSVALPVAPMAATGQVRMAGAMPARGGKRRSGMDFDDEDGEGPSKFSRENHSEIERRRRNKMTQYITELSDMVPTCSALARKPDKLTILRMAVSHMKSMRGTGNKSTDGAYKPSFLTEQELKHLILEAADGFLFVVAAETGRVIYVSDSVTPVLNQPQSEWFGSTLYEQVHPDDVEKLREQLCTSENSMTGRILDLKTGTVKKEGQQSSMRMCMGSRRSFICRMRCGNAPLDHLPLNRITTMRKRFRNGLGPVKEGEAQYAVVHCTGYIKAWPPAGMTIPEED.... Result: 0 (no interaction).